This data is from Catalyst prediction with 721,799 reactions and 888 catalyst types from USPTO. The task is: Predict which catalyst facilitates the given reaction. (1) Reactant: [CH2:1]([CH:4]([NH2:8])[CH2:5][CH:6]=[CH2:7])[CH:2]=[CH2:3].[Br:9][CH2:10][CH2:11][CH2:12][CH2:13][CH2:14][CH2:15][CH2:16][CH2:17][CH2:18][CH3:19]. Product: [Br-:9].[CH2:10]([NH2+:8][CH:4]([CH2:5][CH:6]=[CH2:7])[CH2:1][CH:2]=[CH2:3])[CH2:11][CH2:12][CH2:13][CH2:14][CH2:15][CH2:16][CH2:17][CH2:18][CH3:19]. The catalyst class is: 5. (2) Reactant: [Br-:1].[CH2:2]([P+:6]([CH2:29][CH2:30][CH2:31][CH3:32])([CH2:25][CH2:26][CH2:27][CH3:28])[CH2:7][CH2:8][CH2:9][CH2:10][C:11]([O:22]CC)([O:19]CC)[CH2:12][CH2:13][C:14]([O:16]CC)=O)[CH2:3][CH2:4][CH3:5].Cl.[OH-].[Na+]. Product: [Br-:1].[CH2:29]([P+:6]([CH2:2][CH2:3][CH2:4][CH3:5])([CH2:25][CH2:26][CH2:27][CH3:28])[CH2:7][CH2:8][CH2:9][CH2:10][C:11]1([OH:19])[CH2:12][CH2:13][C:14](=[O:16])[O:22]1)[CH2:30][CH2:31][CH3:32]. The catalyst class is: 5. (3) Reactant: [CH3:1][NH:2][CH2:3][CH2:4][NH:5][CH3:6].CN(C)C.[C:11](Cl)([C:24]1[CH:29]=[CH:28][CH:27]=[CH:26][CH:25]=1)([C:18]1[CH:23]=[CH:22][CH:21]=[CH:20][CH:19]=1)[C:12]1[CH:17]=[CH:16][CH:15]=[CH:14][CH:13]=1. Product: [C:11]([N:2]([CH3:1])[CH2:3][CH2:4][NH:5][CH3:6])([C:24]1[CH:29]=[CH:28][CH:27]=[CH:26][CH:25]=1)([C:18]1[CH:23]=[CH:22][CH:21]=[CH:20][CH:19]=1)[C:12]1[CH:17]=[CH:16][CH:15]=[CH:14][CH:13]=1. The catalyst class is: 4. (4) Reactant: Br[CH2:2][C:3]([C:5]1[CH:10]=[C:9]([Br:11])[C:8]([OH:12])=[C:7]([Br:13])[CH:6]=1)=O.[CH3:14][CH2:15][O:16][C:17]([C:19]([NH2:21])=[S:20])=[O:18]. Product: [CH2:15]([O:16][C:17]([C:19]1[S:20][CH:2]=[C:3]([C:5]2[CH:10]=[C:9]([Br:11])[C:8]([OH:12])=[C:7]([Br:13])[CH:6]=2)[N:21]=1)=[O:18])[CH3:14]. The catalyst class is: 8. (5) Reactant: [Br:1][C:2]1[N:9]=[CH:8][C:7]([Cl:10])=[CH:6][C:3]=1C=O.[CH3:11][O:12][CH:13](OC)[O:14][CH3:15].O.C1(C)C=CC(S(O)(=O)=O)=CC=1. Product: [Br:1][C:2]1[CH:3]=[C:6]([CH:13]([O:14][CH3:15])[O:12][CH3:11])[C:7]([Cl:10])=[CH:8][N:9]=1. The catalyst class is: 100. (6) Reactant: NC(N)=O.C[O:6][C:7](=[O:24])[CH2:8][C:9]1[C:10]([CH3:23])=[N:11][N:12]([CH2:15][C:16]2[CH:21]=[CH:20][C:19]([NH2:22])=[CH:18][CH:17]=2)[C:13]=1[CH3:14].[CH2:25]([N:32]=[C:33]=[O:34])[C:26]1[CH:31]=[CH:30][CH:29]=[CH:28][CH:27]=1. Product: [CH2:25]([NH:32][C:33](=[O:34])[NH:22][C:19]1[CH:20]=[CH:21][C:16]([CH2:15][N:12]2[C:13]([CH3:14])=[C:9]([CH2:8][C:7]([OH:6])=[O:24])[C:10]([CH3:23])=[N:11]2)=[CH:17][CH:18]=1)[C:26]1[CH:31]=[CH:30][CH:29]=[CH:28][CH:27]=1. The catalyst class is: 4.